From a dataset of Catalyst prediction with 721,799 reactions and 888 catalyst types from USPTO. Predict which catalyst facilitates the given reaction. (1) Reactant: [O:1]1[C:5]2[CH:6]=[CH:7][C:8]([C:10]#[C:11][C:12]([NH2:14])=[O:13])=[CH:9][C:4]=2[O:3][CH2:2]1.[CH3:15][CH2:16][CH2:17][CH2:18][SnH:19]([CH2:24][CH2:25][CH2:26][CH3:27])[CH2:20][CH2:21][CH2:22][CH3:23]. Product: [O:1]1[C:5]2[CH:6]=[CH:7][C:8](/[CH:10]=[C:11](/[Sn:19]([CH2:20][CH2:21][CH2:22][CH3:23])([CH2:24][CH2:25][CH2:26][CH3:27])[CH2:18][CH2:17][CH2:16][CH3:15])\[C:12]([NH2:14])=[O:13])=[CH:9][C:4]=2[O:3][CH2:2]1. The catalyst class is: 73. (2) Reactant: [Br:1][C:2]1[N:3]([CH2:21][CH2:22][CH3:23])[C:4]([C:14]([O:16][CH2:17][CH2:18][CH2:19][CH3:20])=[O:15])=[C:5]([C:7](OCCCC)=[O:8])[N:6]=1.CC(C[AlH]CC(C)C)C.Cl. Product: [Br:1][C:2]1[N:3]([CH2:21][CH2:22][CH3:23])[C:4]([C:14]([O:16][CH2:17][CH2:18][CH2:19][CH3:20])=[O:15])=[C:5]([CH:7]=[O:8])[N:6]=1. The catalyst class is: 1. (3) The catalyst class is: 3. Product: [C:15]1([C:24]2[CH:29]=[CH:28][CH:27]=[CH:26][CH:25]=2)[C:16]([C:21]([NH2:8])=[O:22])=[CH:17][CH:18]=[CH:19][CH:20]=1. Reactant: Cl.ClC1C=C2C(=CC=1)[NH:8]C=C2CCN.[C:15]1([C:24]2[CH:29]=[CH:28][CH:27]=[CH:26][CH:25]=2)[C:16]([C:21](O)=[O:22])=[CH:17][CH:18]=[CH:19][CH:20]=1.CN(C(ON1N=NC2C=CC=NC1=2)=[N+](C)C)C.F[P-](F)(F)(F)(F)F.C(N(CC)C(C)C)(C)C. (4) Reactant: [CH3:1][S:2]([NH:5][C:6]1[CH:11]=[CH:10][C:9]([CH2:12][CH2:13][NH:14]C(=O)OC(C)(C)C)=[CH:8][CH:7]=1)(=[O:4])=[O:3].FC(F)(F)C(O)=O. Product: [NH2:14][CH2:13][CH2:12][C:9]1[CH:8]=[CH:7][C:6]([NH:5][S:2]([CH3:1])(=[O:4])=[O:3])=[CH:11][CH:10]=1. The catalyst class is: 4. (5) Product: [NH2:33][C:34]1[N:38]([CH2:2][C:3]2[CH:4]=[C:5]([C:9]3[CH:14]=[CH:13][C:12](=[O:15])[N:11]([CH2:16][C:17]4[CH:18]=[C:19]([CH:24]=[CH:25][CH:26]=4)[C:20]([O:22][CH3:23])=[O:21])[N:10]=3)[CH:6]=[CH:7][CH:8]=2)[C:37]2[CH:39]=[CH:40][CH:41]=[CH:42][C:36]=2[N:35]=1. The catalyst class is: 3. Reactant: Br[CH2:2][C:3]1[CH:4]=[C:5]([C:9]2[CH:14]=[CH:13][C:12](=[O:15])[N:11]([CH2:16][C:17]3[CH:18]=[C:19]([CH:24]=[CH:25][CH:26]=3)[C:20]([O:22][CH3:23])=[O:21])[N:10]=2)[CH:6]=[CH:7][CH:8]=1.C(=O)([O-])[O-].[K+].[K+].[NH2:33][C:34]1[NH:35][C:36]2[CH:42]=[CH:41][CH:40]=[CH:39][C:37]=2[N:38]=1. (6) The catalyst class is: 1. Product: [CH3:1][C:2]1[C:6]([C:7]2[CH:8]=[C:9]3[C:13](=[CH:14][CH:15]=2)[NH:12][C:11](=[O:16])[C:10]3([N:23]2[CH2:24][CH2:25][N:26]([CH2:29][CH2:30][OH:31])[CH2:27][CH2:28]2)[C:17]2[CH:18]=[CH:19][CH:20]=[CH:21][CH:22]=2)=[C:5]([CH3:35])[O:4][N:3]=1. Reactant: [CH3:1][C:2]1[C:6]([C:7]2[CH:8]=[C:9]3[C:13](=[CH:14][CH:15]=2)[NH:12][C:11](=[O:16])[C:10]3([N:23]2[CH2:28][CH2:27][N:26]([CH2:29][C:30](OCC)=[O:31])[CH2:25][CH2:24]2)[C:17]2[CH:22]=[CH:21][CH:20]=[CH:19][CH:18]=2)=[C:5]([CH3:35])[O:4][N:3]=1.[H-].[H-].[H-].[H-].[Al+3].[Li+]. (7) Reactant: [CH2:1]([C:3]1[N:8]=[C:7]([C:9]([NH2:11])=[O:10])[C:6]([NH:12][C:13]2[CH:18]=[CH:17][C:16]([N:19]3[CH2:24][CH2:23][CH:22]([N:25]4[CH2:30][CH2:29][N:28]([CH3:31])[CH2:27][CH2:26]4)[CH2:21][CH2:20]3)=[C:15]([CH3:32])[CH:14]=2)=[N:5][C:4]=1[C:33]1[CH2:34][CH2:35][NH:36][CH2:37][CH:38]=1)[CH3:2].C(O)C. Product: [CH2:1]([C:3]1[N:8]=[C:7]([C:9]([NH2:11])=[O:10])[C:6]([NH:12][C:13]2[CH:18]=[CH:17][C:16]([N:19]3[CH2:20][CH2:21][CH:22]([N:25]4[CH2:26][CH2:27][N:28]([CH3:31])[CH2:29][CH2:30]4)[CH2:23][CH2:24]3)=[C:15]([CH3:32])[CH:14]=2)=[N:5][C:4]=1[CH:33]1[CH2:38][CH2:37][NH:36][CH2:35][CH2:34]1)[CH3:2]. The catalyst class is: 304.